This data is from Cav3 T-type calcium channel HTS with 100,875 compounds. The task is: Binary Classification. Given a drug SMILES string, predict its activity (active/inactive) in a high-throughput screening assay against a specified biological target. (1) The drug is Clc1ccc(NC(=O)Cn2c(=O)c3c(n(nc3)C(C)(C)C)nc2)cc1. The result is 1 (active). (2) The drug is O(c1ccc(CN(C2CCCCC2)C)cc1)C. The result is 0 (inactive). (3) The drug is O1C(OCCCCO)CC(C2CC2)C=C1C(=O)Nc1ccccc1. The result is 0 (inactive).